This data is from Full USPTO retrosynthesis dataset with 1.9M reactions from patents (1976-2016). The task is: Predict the reactants needed to synthesize the given product. (1) The reactants are: [CH3:1][C:2]1[CH:11]=[CH:10][C:5]([C:6]([O:8][CH3:9])=[O:7])=[CH:4][C:3]=1[N+:12]([O-:14])=[O:13].[CH3:15][N:16]([CH:18](OC)OC)[CH3:17]. Given the product [CH3:15][N:16]([CH3:18])/[CH:17]=[CH:1]/[C:2]1[CH:11]=[CH:10][C:5]([C:6]([O:8][CH3:9])=[O:7])=[CH:4][C:3]=1[N+:12]([O-:14])=[O:13], predict the reactants needed to synthesize it. (2) Given the product [CH2:1]([C:3]1([C:16]([O:18][CH2:19][CH3:20])=[O:17])[CH2:4][CH2:5][NH:6][CH2:7][CH2:8]1)[CH3:2], predict the reactants needed to synthesize it. The reactants are: [CH2:1]([C:3]1([C:16]([O:18][CH2:19][CH3:20])=[O:17])[CH2:8][CH2:7][N:6](C(OC(C)(C)C)=O)[CH2:5][CH2:4]1)[CH3:2].FC(F)(F)C(O)=O.C([O-])(O)=O.[Na+]. (3) Given the product [F:19][C:16]([F:17])([F:18])[C:13]1[N:12]=[CH:11][C:10]([C@H:8]([NH2:7])[CH3:9])=[CH:15][N:14]=1, predict the reactants needed to synthesize it. The reactants are: CC(S([NH:7][C@@H:8]([C:10]1[CH:11]=[N:12][C:13]([C:16]([F:19])([F:18])[F:17])=[N:14][CH:15]=1)[CH3:9])=O)(C)C.Cl. (4) Given the product [Cl:1][C:2]1[CH:3]=[CH:4][C:5]2[C:11]3[N:29]=[C:28]([NH2:30])[N:27]=[CH:13][C:10]=3[CH2:9][N:8]=[C:7]([C:17]3[C:18]([F:24])=[CH:19][CH:20]=[CH:21][C:22]=3[F:23])[C:6]=2[CH:25]=1, predict the reactants needed to synthesize it. The reactants are: [Cl:1][C:2]1[CH:3]=[CH:4][C:5]2[C:11](=O)[C:10](=[CH:13]N(C)C)[CH2:9][N:8]=[C:7]([C:17]3[C:22]([F:23])=[CH:21][CH:20]=[CH:19][C:18]=3[F:24])[C:6]=2[CH:25]=1.Cl.[NH2:27][C:28]([NH2:30])=[NH:29].C(=O)([O-])[O-].[K+].[K+].C(O)C. (5) Given the product [F:14][C:11]1[CH:12]=[CH:13][C:8]([C:6]2[CH:7]=[C:2]([O:18][CH2:15][C:16]#[CH:17])[N:3]=[CH:4][N:5]=2)=[CH:9][CH:10]=1, predict the reactants needed to synthesize it. The reactants are: Cl[C:2]1[CH:7]=[C:6]([C:8]2[CH:13]=[CH:12][C:11]([F:14])=[CH:10][CH:9]=2)[N:5]=[CH:4][N:3]=1.[CH2:15]([OH:18])[C:16]#[CH:17].[H-].[Na+].O.